From a dataset of NCI-60 drug combinations with 297,098 pairs across 59 cell lines. Regression. Given two drug SMILES strings and cell line genomic features, predict the synergy score measuring deviation from expected non-interaction effect. (1) Drug 1: CC12CCC(CC1=CCC3C2CCC4(C3CC=C4C5=CN=CC=C5)C)O. Drug 2: CN1C(=O)N2C=NC(=C2N=N1)C(=O)N. Cell line: OVCAR-8. Synergy scores: CSS=-7.99, Synergy_ZIP=-0.303, Synergy_Bliss=-6.45, Synergy_Loewe=-13.9, Synergy_HSA=-9.01. (2) Drug 1: COC1=NC(=NC2=C1N=CN2C3C(C(C(O3)CO)O)O)N. Drug 2: CCN(CC)CCCC(C)NC1=C2C=C(C=CC2=NC3=C1C=CC(=C3)Cl)OC. Cell line: SK-MEL-5. Synergy scores: CSS=-3.66, Synergy_ZIP=-1.51, Synergy_Bliss=-5.03, Synergy_Loewe=-7.68, Synergy_HSA=-6.80.